From a dataset of Catalyst prediction with 721,799 reactions and 888 catalyst types from USPTO. Predict which catalyst facilitates the given reaction. Reactant: [NH2:1][N:2]1[C@H:6]([CH2:7][O:8][CH2:9][C:10]2[CH:15]=[CH:14][CH:13]=[CH:12][CH:11]=2)[CH2:5][CH2:4][C:3]1=[O:16].[F:17][C:18]1[CH:23]=[CH:22][C:21]([CH2:24][C:25]([C:27]2[CH:32]=[CH:31][CH:30]=[C:29]([CH3:33])[N:28]=2)=O)=[CH:20][CH:19]=1. The catalyst class is: 11. Product: [CH2:9]([O:8][CH2:7][C@H:6]1[N:2]([N:1]=[C:25]([C:27]2[CH:32]=[CH:31][CH:30]=[C:29]([CH3:33])[N:28]=2)[CH2:24][C:21]2[CH:20]=[CH:19][C:18]([F:17])=[CH:23][CH:22]=2)[C:3](=[O:16])[CH2:4][CH2:5]1)[C:10]1[CH:15]=[CH:14][CH:13]=[CH:12][CH:11]=1.